Dataset: Full USPTO retrosynthesis dataset with 1.9M reactions from patents (1976-2016). Task: Predict the reactants needed to synthesize the given product. (1) Given the product [C:34]([O:33][C:31]([N:28]1[CH2:27][CH2:26][CH:25]([N:23]2[CH:24]=[C:20]([NH:19][C:11]3[N:10]=[C:9]([CH2:8][CH2:7][C:6]4[CH:38]=[CH:39][CH:40]=[CH:41][C:5]=4[CH2:4][C:3]([OH:42])=[O:2])[C:14]([C:15]([F:16])([F:17])[F:18])=[CH:13][N:12]=3)[CH:21]=[N:22]2)[CH2:30][CH2:29]1)=[O:32])([CH3:37])([CH3:35])[CH3:36], predict the reactants needed to synthesize it. The reactants are: C[O:2][C:3](=[O:42])[CH2:4][C:5]1[CH:41]=[CH:40][CH:39]=[CH:38][C:6]=1[CH2:7][CH2:8][C:9]1[C:14]([C:15]([F:18])([F:17])[F:16])=[CH:13][N:12]=[C:11]([NH:19][C:20]2[CH:21]=[N:22][N:23]([CH:25]3[CH2:30][CH2:29][N:28]([C:31]([O:33][C:34]([CH3:37])([CH3:36])[CH3:35])=[O:32])[CH2:27][CH2:26]3)[CH:24]=2)[N:10]=1.O[Li].O. (2) Given the product [CH3:1][C:2]1[N:3]=[CH:4][N:5]([C:7]2[CH:12]=[CH:11][CH:10]=[C:9]([NH2:13])[C:8]=2[NH2:14])[CH:6]=1, predict the reactants needed to synthesize it. The reactants are: [CH3:1][C:2]1[N:3]=[CH:4][N:5]([C:7]2[C:8]([N+:14]([O-])=O)=[C:9]([NH2:13])[CH:10]=[CH:11][CH:12]=2)[CH:6]=1. (3) Given the product [CH3:21][S:22]([O:13][CH2:12][CH2:11][CH2:10][CH2:9][C:6]1[CH:7]=[CH:8][C:3]([O:2][CH3:1])=[CH:4][CH:5]=1)(=[O:24])=[O:23], predict the reactants needed to synthesize it. The reactants are: [CH3:1][O:2][C:3]1[CH:8]=[CH:7][C:6]([CH2:9][CH2:10][CH2:11][CH2:12][OH:13])=[CH:5][CH:4]=1.CCN(CC)CC.[CH3:21][S:22](Cl)(=[O:24])=[O:23].